Dataset: Peptide-MHC class II binding affinity with 134,281 pairs from IEDB. Task: Regression. Given a peptide amino acid sequence and an MHC pseudo amino acid sequence, predict their binding affinity value. This is MHC class II binding data. (1) The peptide sequence is EEAEISGSSARYDVA. The MHC is DRB1_1301 with pseudo-sequence DRB1_1301. The binding affinity (normalized) is 0.336. (2) The peptide sequence is CILAWILVRIINVRS. The MHC is HLA-DPA10103-DPB10301 with pseudo-sequence HLA-DPA10103-DPB10301. The binding affinity (normalized) is 0.208. (3) The MHC is HLA-DQA10101-DQB10501 with pseudo-sequence HLA-DQA10101-DQB10501. The peptide sequence is LVGPFNFRFMSKGGM. The binding affinity (normalized) is 0. (4) The peptide sequence is ALDVWALGLAIFEFV. The MHC is DRB4_0101 with pseudo-sequence DRB4_0103. The binding affinity (normalized) is 0.616. (5) The peptide sequence is AFIRDGDNLFPKV. The MHC is HLA-DQA10501-DQB10201 with pseudo-sequence HLA-DQA10501-DQB10201. The binding affinity (normalized) is 0.560. (6) The peptide sequence is AAATAGTTVYGAFDA. The MHC is HLA-DPA10103-DPB10401 with pseudo-sequence HLA-DPA10103-DPB10401. The binding affinity (normalized) is 0.215. (7) The peptide sequence is YQGVQQKWDATATEL. The MHC is HLA-DQA10501-DQB10201 with pseudo-sequence HLA-DQA10501-DQB10201. The binding affinity (normalized) is 0.327. (8) The peptide sequence is SDSWLKDSAIMVASD. The MHC is HLA-DQA10501-DQB10201 with pseudo-sequence HLA-DQA10501-DQB10201. The binding affinity (normalized) is 0.394.